This data is from Forward reaction prediction with 1.9M reactions from USPTO patents (1976-2016). The task is: Predict the product of the given reaction. (1) Given the reactants [CH2:1]([N:8]1[CH:12]=[N:11][N:10]=[N:9]1)[C:2]1[CH:7]=[CH:6][CH:5]=[CH:4][CH:3]=1.[OH-].[Na+].[I:15]I, predict the reaction product. The product is: [CH2:1]([N:8]1[C:12]([I:15])=[N:11][N:10]=[N:9]1)[C:2]1[CH:3]=[CH:4][CH:5]=[CH:6][CH:7]=1. (2) Given the reactants [CH:1]1[CH:6]=[CH:5][C:4]([C@@H:7]([OH:11])[C:8]([OH:10])=[O:9])=[CH:3][CH:2]=1.[CH2:12]1[C@@H:14]([NH2:15])[C@@H:13]1[C:16]1[CH:21]=[CH:20][C:19]([F:22])=[C:18]([F:23])[CH:17]=1, predict the reaction product. The product is: [CH2:12]1[C@@H:14]([NH3+:15])[C@H:13]1[C:16]1[CH:21]=[CH:20][C:19]([F:22])=[C:18]([F:23])[CH:17]=1.[CH:1]1[CH:2]=[CH:3][C:4]([CH:7]([OH:11])[C:8]([O-:10])=[O:9])=[CH:5][CH:6]=1. (3) The product is: [NH2:8][CH2:9][CH2:10][CH2:11][C:12]1[CH:17]=[C:16]([NH:18][C:19]2[N:20]=[CH:21][C:22]3[CH2:23][C:24](=[O:38])[NH:25][C:26]4[CH:33]=[C:32]([C:34]([F:37])([F:36])[F:35])[CH:31]=[CH:30][C:27]=4[C:28]=3[N:29]=2)[C:15]([CH3:39])=[N:14][CH:13]=1. Given the reactants Cl.C(OC(=O)[NH:8][CH2:9][CH2:10][CH2:11][C:12]1[CH:13]=[N:14][C:15]([CH3:39])=[C:16]([NH:18][C:19]2[N:20]=[CH:21][C:22]3[CH2:23][C:24](=[O:38])[NH:25][C:26]4[CH:33]=[C:32]([C:34]([F:37])([F:36])[F:35])[CH:31]=[CH:30][C:27]=4[C:28]=3[N:29]=2)[CH:17]=1)(C)(C)C, predict the reaction product. (4) Given the reactants [Cl:1][C:2]1[C:11]([N+:12]([O-])=O)=[CH:10][CH:9]=[CH:8][C:3]=1[C:4]([O:6][CH3:7])=[O:5], predict the reaction product. The product is: [NH2:12][C:11]1[C:2]([Cl:1])=[C:3]([CH:8]=[CH:9][CH:10]=1)[C:4]([O:6][CH3:7])=[O:5]. (5) The product is: [C:21]([C@@H:19]([C@H:17]([C:16]([OH:25])=[O:24])[OH:18])[OH:20])([OH:23])=[O:22].[Cl:1][C:2]1[CH:3]=[C:4]([N:9]2[CH2:15][C@@H:14]3[C@@H:11]([CH2:12][NH:13]3)[CH2:10]2)[CH:5]=[N:6][C:7]=1[Cl:8]. Given the reactants [Cl:1][C:2]1[CH:3]=[C:4]([N:9]2[CH2:15][C@@H:14]3[C@@H:11]([CH2:12][NH:13]3)[CH2:10]2)[CH:5]=[N:6][C:7]=1[Cl:8].[C:16]([OH:25])(=[O:24])[C@@H:17]([C@H:19]([C:21]([OH:23])=[O:22])[OH:20])[OH:18], predict the reaction product. (6) Given the reactants [C:1]1([CH:7]2[CH2:12][CH2:11][CH2:10][CH2:9][C:8]2=[O:13])[CH:6]=[CH:5][CH:4]=[CH:3][CH:2]=1.[Br:14]Br, predict the reaction product. The product is: [Br:14][CH:9]1[CH2:10][CH2:11][CH2:12][CH:7]([C:1]2[CH:6]=[CH:5][CH:4]=[CH:3][CH:2]=2)[C:8]1=[O:13].